This data is from NCI-60 drug combinations with 297,098 pairs across 59 cell lines. The task is: Regression. Given two drug SMILES strings and cell line genomic features, predict the synergy score measuring deviation from expected non-interaction effect. (1) Drug 1: CCC1=CC2CC(C3=C(CN(C2)C1)C4=CC=CC=C4N3)(C5=C(C=C6C(=C5)C78CCN9C7C(C=CC9)(C(C(C8N6C)(C(=O)OC)O)OC(=O)C)CC)OC)C(=O)OC.C(C(C(=O)O)O)(C(=O)O)O. Drug 2: C1CC(C1)(C(=O)O)C(=O)O.[NH2-].[NH2-].[Pt+2]. Cell line: HCC-2998. Synergy scores: CSS=51.6, Synergy_ZIP=-3.05, Synergy_Bliss=-1.63, Synergy_Loewe=-25.3, Synergy_HSA=-1.29. (2) Drug 1: C1=CC(=CC=C1C#N)C(C2=CC=C(C=C2)C#N)N3C=NC=N3. Drug 2: CC12CCC3C(C1CCC2O)C(CC4=C3C=CC(=C4)O)CCCCCCCCCS(=O)CCCC(C(F)(F)F)(F)F. Cell line: 786-0. Synergy scores: CSS=-3.11, Synergy_ZIP=1.35, Synergy_Bliss=0.860, Synergy_Loewe=-2.88, Synergy_HSA=-2.64. (3) Drug 1: C1C(C(OC1N2C=C(C(=O)NC2=O)F)CO)O. Drug 2: C(CC(=O)O)C(=O)CN.Cl. Cell line: M14. Synergy scores: CSS=10.6, Synergy_ZIP=-3.13, Synergy_Bliss=0.117, Synergy_Loewe=-0.166, Synergy_HSA=-0.256. (4) Drug 1: C1CC(C1)(C(=O)O)C(=O)O.[NH2-].[NH2-].[Pt+2]. Drug 2: C1C(C(OC1N2C=NC(=NC2=O)N)CO)O. Cell line: CAKI-1. Synergy scores: CSS=-0.831, Synergy_ZIP=-0.322, Synergy_Bliss=0.409, Synergy_Loewe=-3.29, Synergy_HSA=-2.49. (5) Drug 1: CC1C(C(=O)NC(C(=O)N2CCCC2C(=O)N(CC(=O)N(C(C(=O)O1)C(C)C)C)C)C(C)C)NC(=O)C3=C4C(=C(C=C3)C)OC5=C(C(=O)C(=C(C5=N4)C(=O)NC6C(OC(=O)C(N(C(=O)CN(C(=O)C7CCCN7C(=O)C(NC6=O)C(C)C)C)C)C(C)C)C)N)C. Drug 2: CC1=C(C=C(C=C1)NC(=O)C2=CC=C(C=C2)CN3CCN(CC3)C)NC4=NC=CC(=N4)C5=CN=CC=C5. Cell line: HCC-2998. Synergy scores: CSS=20.3, Synergy_ZIP=1.84, Synergy_Bliss=7.33, Synergy_Loewe=-62.1, Synergy_HSA=1.44. (6) Drug 1: CCC1(CC2CC(C3=C(CCN(C2)C1)C4=CC=CC=C4N3)(C5=C(C=C6C(=C5)C78CCN9C7C(C=CC9)(C(C(C8N6C)(C(=O)OC)O)OC(=O)C)CC)OC)C(=O)OC)O.OS(=O)(=O)O. Drug 2: C#CCC(CC1=CN=C2C(=N1)C(=NC(=N2)N)N)C3=CC=C(C=C3)C(=O)NC(CCC(=O)O)C(=O)O. Cell line: MOLT-4. Synergy scores: CSS=-3.08, Synergy_ZIP=0.672, Synergy_Bliss=-1.50, Synergy_Loewe=-3.56, Synergy_HSA=-3.36.